Dataset: Forward reaction prediction with 1.9M reactions from USPTO patents (1976-2016). Task: Predict the product of the given reaction. Given the reactants [H-].[Na+].C[C:4](P(OC)(O)=O)([C:6]([O-:8])=[O:7])C.[N:14]1[CH:19]=[CH:18][CH:17]=[C:16]([C:20](=O)[CH3:21])[CH:15]=1.[CH2:23]1COCC1, predict the reaction product. The product is: [N:14]1[CH:19]=[CH:18][CH:17]=[C:16]([C:20]([CH3:21])=[CH:4][C:6]([O:8][CH3:23])=[O:7])[CH:15]=1.